Dataset: Peptide-MHC class II binding affinity with 134,281 pairs from IEDB. Task: Regression. Given a peptide amino acid sequence and an MHC pseudo amino acid sequence, predict their binding affinity value. This is MHC class II binding data. The peptide sequence is VFIPNYNVSVAEVLI. The MHC is DRB4_0101 with pseudo-sequence DRB4_0103. The binding affinity (normalized) is 0.361.